From a dataset of Catalyst prediction with 721,799 reactions and 888 catalyst types from USPTO. Predict which catalyst facilitates the given reaction. (1) Reactant: [Br:1][C:2]1[CH:7]=[C:6]([CH2:8][CH3:9])[CH:5]=[CH:4][C:3]=1[NH2:10].[CH2:11](O)[CH:12](O)[CH2:13]O.[Na+].[N+](C1C=C(S([O-])(=O)=O)C=CC=1)([O-])=O.[OH-].[Na+]. Product: [Br:1][C:2]1[CH:7]=[C:6]([CH2:8][CH3:9])[CH:5]=[C:4]2[C:3]=1[N:10]=[CH:13][CH:12]=[CH:11]2. The catalyst class is: 501. (2) Reactant: O([CH2:9][CH2:10][O:11][CH3:12])S(C(F)(F)F)(=O)=O.C[O:14]CCO.FC(F)(F)S(OS(C(F)(F)F)(=O)=O)(=O)=O.C[N:34]1[C:38]([C:39]2[CH:44]=CN=C(NC3C=CC(NS(C)(=O)=O)=CC=3)N=2)=[CH:37][N:36]=[C:35]1[CH3:57]. Product: [CH3:12][O:11][CH2:10][CH2:9][N:34]1[C:38]([C:39](=[O:14])[CH3:44])=[CH:37][N:36]=[C:35]1[CH3:57]. The catalyst class is: 2. (3) Reactant: [ClH:1].[N:2]1([CH2:7][C:8]2[CH:9]=[C:10]([CH:14]=[CH:15][CH:16]=2)[C:11](O)=[O:12])[CH2:6][CH2:5][CH2:4][CH2:3]1.S(Cl)([Cl:19])=O. Product: [ClH:19].[N:2]1([CH2:7][C:8]2[CH:9]=[C:10]([CH:14]=[CH:15][CH:16]=2)[C:11]([Cl:1])=[O:12])[CH2:6][CH2:5][CH2:4][CH2:3]1. The catalyst class is: 7. (4) Reactant: [CH3:1][C:2]1[C:7]([C:8]([C:10]2[CH:17]=[CH:16][CH:15]=[CH:14][C:11]=2[CH:12]=O)=[O:9])=[CH:6][C:5]([C:18]2[CH:23]=[CH:22][CH:21]=[CH:20][CH:19]=2)=[CH:4][N:3]=1.CO.[Li+].C[Si]([N-][Si](C)(C)C)(C)C. Product: [C:18]1([C:5]2[CH:6]=[C:7]3[C:8](=[O:9])[C:10]4[CH:17]=[CH:16][CH:15]=[CH:14][C:11]=4[CH:12]=[CH:1][C:2]3=[N:3][CH:4]=2)[CH:23]=[CH:22][CH:21]=[CH:20][CH:19]=1. The catalyst class is: 25. (5) Reactant: [C:1]([NH:5][S:6]([C:9]1[CH:17]=[C:16]2[C:12]([C:13]([CH:26]3[CH2:31][CH2:30][CH2:29][CH2:28][CH2:27]3)=[C:14]([C:18]3[CH:23]=[CH:22][C:21]([CH3:24])=[CH:20][C:19]=3[NH2:25])[NH:15]2)=[CH:11][CH:10]=1)(=[O:8])=[O:7])([CH3:4])([CH3:3])[CH3:2].C([O-])(=O)C.[Na+].C(O)(=O)C.[Cl:41][CH2:42][C:43](Cl)=[O:44]. Product: [C:1]([NH:5][S:6]([C:9]1[CH:17]=[C:16]2[C:12]([C:13]([CH:26]3[CH2:27][CH2:28][CH2:29][CH2:30][CH2:31]3)=[C:14]([C:18]3[CH:23]=[CH:22][C:21]([CH3:24])=[CH:20][C:19]=3[NH:25][C:43](=[O:44])[CH2:42][Cl:41])[NH:15]2)=[CH:11][CH:10]=1)(=[O:8])=[O:7])([CH3:4])([CH3:2])[CH3:3]. The catalyst class is: 7. (6) Reactant: F[C:2]1[CH:7]=[C:6]([N+:8]([O-:10])=[O:9])[CH:5]=[C:4]([I:11])[CH:3]=1.[NH:12]1[CH2:17][CH2:16][O:15][CH2:14][CH2:13]1.O. Product: [I:11][C:4]1[CH:3]=[C:2]([N:12]2[CH2:17][CH2:16][O:15][CH2:14][CH2:13]2)[CH:7]=[C:6]([N+:8]([O-:10])=[O:9])[CH:5]=1. The catalyst class is: 16.